Dataset: Experimentally validated miRNA-target interactions with 360,000+ pairs, plus equal number of negative samples. Task: Binary Classification. Given a miRNA mature sequence and a target amino acid sequence, predict their likelihood of interaction. (1) The miRNA is hsa-miR-455-5p with sequence UAUGUGCCUUUGGACUACAUCG. The protein sequence of the target gene is MSSTLAKIAEIEAEMARTQKNKATAHHLGLLKARLAKLRRELITPKGGGGGGPGEGFDVAKTGDARIGFVGFPSVGKSTLLSNLAGVYSEVAAYEFTTLTTVPGVIRYKGAKIQLLDLPGIIEGAKDGKGRGRQVIAVARTCNLILIVLDVLKPLGHKKIIENELEGFGIRLNSKPPNIGFKKKDKGGINLTATCPQSELDAETVKSILAEYKIHNADVTLRSDATADDLIDVVEGNRVYIPCIYVLNKIDQISIEELDIIYKVPHCVPISAHHRWNFDDLLEKIWDYLKLVRIYTKPKG.... Result: 1 (interaction). (2) The miRNA is hsa-miR-155-5p with sequence UUAAUGCUAAUCGUGAUAGGGGUU. The protein sequence of the target gene is MMLSEQAQKWFPTHVQVTVLQAKDLKPKGKSGTNDTYTIIQLGKEKYSTSVAEKTLEPVWKEEASFELPGLLIQGSPEKYILFLIVMHRSLVGLDKFLGQVAINLNDIFEDKQRRKTEWFRLESKQGKRIKNRGEIKVNIQFMRNNMTASMFDLSMKDKTRSPFAKLKDKMKGRKNDGTFSDTSSAIIPSTHMPDANSEFSSGEIQMKSKPKKPFLLGPQRLSSAHSMSDLSGSHMSSEKLKAGTIGQTHLLGHQLDSFGTVPESGSLKSPHRRTLSFDTSKMNQPDSIVDEGELCFGRQ.... Result: 1 (interaction). (3) The miRNA is mmu-miR-3569-3p with sequence UCAGUCUGCGCUCCUCUCCAGC. The protein sequence of the target gene is MSFVGENSGVKMGSEDWEKDEPQCCLEDPAGSPLEPGPSLPTMNFVHTSPKVKNLNPKKFSIHDQDHKVLVLDSGNLIAVPDKNYIRPEIFFALASSLSSASAEKGSPILLGVSKGEFCLYCDKDKGQSHPSLQLKKEKLMKLAAQKESARRPFIFYRAQVGSWNMLESAAHPGWFICTSCNCNEPVGVTDKFENRKHIEFSFQPVCKAEMSPSEVSD. Result: 0 (no interaction).